This data is from Reaction yield outcomes from USPTO patents with 853,638 reactions. The task is: Predict the reaction yield, written as a fraction of the theoretical maximum amount of product (1.0 means a 100% yield; for example, 0.34 means a 34% yield). The reactants are [H-].[Na+].[C:3]([CH:5](P(=O)(OCC)OCC)[CH3:6])#[N:4].O=[C:16]1[C:22]2[CH:23]=[CH:24][C:25]([C:27](OCC)=[O:28])=[CH:26][C:21]=2[CH2:20][CH2:19][C:18]2[CH:32]=[CH:33][CH:34]=[CH:35][C:17]1=2.[BH4-].[Li+].Cl. The catalyst is CN(C=O)C.C1COCC1.O. The product is [OH:28][CH2:27][C:25]1[CH:24]=[CH:23][C:22]2/[C:16](=[C:5](\[CH3:6])/[C:3]#[N:4])/[C:17]3[CH:35]=[CH:34][CH:33]=[CH:32][C:18]=3[CH2:19][CH2:20][C:21]=2[CH:26]=1.[OH:28][CH2:27][C:25]1[CH:24]=[CH:23][C:22]2/[C:16](=[C:5](/[CH3:6])\[C:3]#[N:4])/[C:17]3[CH:35]=[CH:34][CH:33]=[CH:32][C:18]=3[CH2:19][CH2:20][C:21]=2[CH:26]=1. The yield is 0.270.